Predict the reaction yield, written as a fraction of the theoretical maximum amount of product (1.0 means a 100% yield; for example, 0.34 means a 34% yield). From a dataset of Reaction yield outcomes from USPTO patents with 853,638 reactions. (1) The catalyst is C(Cl)Cl. The reactants are [CH:1]([N:4]1[C:8]([C:9]2[N:10]=[C:11]3[C:17]4[CH:18]=[CH:19][C:20]([NH:22]C(=O)OC(C)(C)C)=[CH:21][C:16]=4[O:15][CH2:14][CH2:13][N:12]3[CH:30]=2)=[N:7][CH:6]=[N:5]1)([CH3:3])[CH3:2].FC(F)(F)C(O)=O. The yield is 0.320. The product is [CH:1]([N:4]1[C:8]([C:9]2[N:10]=[C:11]3[C:17]4[CH:18]=[CH:19][C:20]([NH2:22])=[CH:21][C:16]=4[O:15][CH2:14][CH2:13][N:12]3[CH:30]=2)=[N:7][CH:6]=[N:5]1)([CH3:3])[CH3:2]. (2) The reactants are [CH2:1]([O:8][CH2:9][C@H:10]1[O:15][C@@H:14]([O:16][CH2:17][C@H:18]2[O:24][C@H:22]([OH:23])[C@H:21]([NH:25][C:26](=[O:48])[CH2:27][C@H:28]([O:40][CH2:41][C:42]3[CH:47]=[CH:46][CH:45]=[CH:44][CH:43]=3)[CH2:29][CH2:30][CH2:31][CH2:32][CH2:33][CH2:34][CH2:35][CH2:36][CH2:37][CH2:38][CH3:39])[C@@H:20]([O:49][C:50](=[O:72])[CH2:51][C@H:52]([O:64][CH2:65][C:66]3[CH:71]=[CH:70][CH:69]=[CH:68][CH:67]=3)[CH2:53][CH2:54][CH2:55][CH2:56][CH2:57][CH2:58][CH2:59][CH2:60][CH2:61][CH2:62][CH3:63])[C@@H:19]2[O:73][CH2:74][C:75]2[CH:80]=[CH:79][CH:78]=[CH:77][CH:76]=2)[C@H:13]([NH:81][C:82](=[O:110])[CH2:83][C@H:84]([O:96][C:97](=[O:109])[CH2:98][CH2:99][CH2:100][CH2:101][CH2:102][CH2:103][CH2:104][CH2:105][CH2:106][CH2:107][CH3:108])[CH2:85][CH2:86][CH2:87][CH2:88][CH2:89][CH2:90][CH2:91][CH2:92][CH2:93][CH2:94][CH3:95])[C@@H:12]([O:111][C:112](=[O:142])[CH2:113][C@H:114]([O:126][C:127](=[O:141])[CH2:128][CH2:129][CH2:130][CH2:131][CH2:132][CH2:133][CH2:134][CH2:135][CH2:136][CH2:137][CH2:138][CH2:139][CH3:140])[CH2:115][CH2:116][CH2:117][CH2:118][CH2:119][CH2:120][CH2:121][CH2:122][CH2:123][CH2:124][CH3:125])[C@@H:11]1[O:143][P:144]1(=[O:155])[O:150][CH2:149][C:148]2[CH:151]=[CH:152][CH:153]=[CH:154][C:147]=2[CH2:146][O:145]1)[C:2]1[CH:7]=[CH:6][CH:5]=[CH:4][CH:3]=1.[O:156]([CH2:186][C:187]1[CH:192]=[CH:191][CH:190]=[CH:189][CH:188]=1)[P:157](O[P:157]([O:158][CH2:159][C:160]1[CH:165]=[CH:164][CH:163]=[CH:162][CH:161]=1)([O:156][CH2:186][C:187]1[CH:192]=[CH:191][CH:190]=[CH:189][CH:188]=1)=[O:166])(=[O:166])[O:158][CH2:159][C:160]1[CH:165]=[CH:164][CH:163]=[CH:162][CH:161]=1.C[Si]([N-][Si](C)(C)C)(C)C.[Li+]. The catalyst is C1COCC1. The product is [CH2:186]([O:156][P:157]([C@@:22]1([O:24][C@H:18]([CH2:17][O:16][C@@H:14]2[O:15][C@H:10]([CH2:9][O:8][CH2:1][C:2]3[CH:3]=[CH:4][CH:5]=[CH:6][CH:7]=3)[C@@H:11]([O:143][P:144]3(=[O:155])[O:145][CH2:146][C:147]4[CH:154]=[CH:153][CH:152]=[CH:151][C:148]=4[CH2:149][O:150]3)[C@H:12]([O:111][C:112](=[O:142])[CH2:113][C@H:114]([O:126][C:127](=[O:141])[CH2:128][CH2:129][CH2:130][CH2:131][CH2:132][CH2:133][CH2:134][CH2:135][CH2:136][CH2:137][CH2:138][CH2:139][CH3:140])[CH2:115][CH2:116][CH2:117][CH2:118][CH2:119][CH2:120][CH2:121][CH2:122][CH2:123][CH2:124][CH3:125])[C@H:13]2[NH:81][C:82](=[O:110])[CH2:83][C@H:84]([O:96][C:97](=[O:109])[CH2:98][CH2:99][CH2:100][CH2:101][CH2:102][CH2:103][CH2:104][CH2:105][CH2:106][CH2:107][CH3:108])[CH2:85][CH2:86][CH2:87][CH2:88][CH2:89][CH2:90][CH2:91][CH2:92][CH2:93][CH2:94][CH3:95])[C@@H:19]([O:73][CH2:74][C:75]2[CH:80]=[CH:79][CH:78]=[CH:77][CH:76]=2)[C@H:20]([O:49][C:50](=[O:72])[CH2:51][C@H:52]([O:64][CH2:65][C:66]2[CH:67]=[CH:68][CH:69]=[CH:70][CH:71]=2)[CH2:53][CH2:54][CH2:55][CH2:56][CH2:57][CH2:58][CH2:59][CH2:60][CH2:61][CH2:62][CH3:63])[C@H:21]1[NH:25][C:26](=[O:48])[CH2:27][C@H:28]([O:40][CH2:41][C:42]1[CH:43]=[CH:44][CH:45]=[CH:46][CH:47]=1)[CH2:29][CH2:30][CH2:31][CH2:32][CH2:33][CH2:34][CH2:35][CH2:36][CH2:37][CH2:38][CH3:39])[OH:23])([O:158][CH2:159][C:160]1[CH:165]=[CH:164][CH:163]=[CH:162][CH:161]=1)=[O:166])[C:187]1[CH:188]=[CH:189][CH:190]=[CH:191][CH:192]=1. The yield is 0.670. (3) The yield is 0.730. The product is [CH3:8][O:7][C:5](=[O:6])[C:4]1[CH:9]=[CH:10][CH:11]=[C:2]([C:1]([OH:13])=[O:12])[CH:3]=1. The reactants are [C:1]([O:13]C)(=[O:12])[C:2]1[CH:11]=[CH:10][CH:9]=[C:4]([C:5]([O:7][CH3:8])=[O:6])[CH:3]=1.[OH-].[Na+]. The catalyst is CC(C)=O.CO. (4) The reactants are [N:1]1([C:6]2[N:11]3[CH:12]=[C:13]([CH2:15][N:16]([CH:29]4[C:38]5[N:37]=[CH:36][CH:35]=[CH:34][C:33]=5[CH2:32][CH2:31][CH2:30]4)[CH2:17][CH2:18][CH2:19][CH2:20][NH:21]C(=O)OC(C)(C)C)[N:14]=[C:10]3[CH:9]=[CH:8][CH:7]=2)[CH2:5][CH2:4][CH2:3][CH2:2]1.FC(F)(F)C(O)=O. The catalyst is ClCCl. The product is [N:1]1([C:6]2[N:11]3[CH:12]=[C:13]([CH2:15][N:16]([CH:29]4[C:38]5[N:37]=[CH:36][CH:35]=[CH:34][C:33]=5[CH2:32][CH2:31][CH2:30]4)[CH2:17][CH2:18][CH2:19][CH2:20][NH2:21])[N:14]=[C:10]3[CH:9]=[CH:8][CH:7]=2)[CH2:5][CH2:4][CH2:3][CH2:2]1. The yield is 0.420. (5) The reactants are C(O[C:4](=[O:13])[C:5](=[O:12])[CH2:6][C:7](=[O:11])[CH:8]([CH3:10])[CH3:9])C.[Cl:14][C:15]1[CH:22]=[CH:21][C:18]([CH:19]=O)=[C:17]([CH3:23])[CH:16]=1.[Cl:24][C:25]1[CH:26]=[CH:27][C:28]([CH3:32])=[C:29]([CH:31]=1)[NH2:30]. The catalyst is CC(O)=O. The product is [Cl:24][C:25]1[CH:26]=[CH:27][C:28]([CH3:32])=[C:29]([N:30]2[CH:19]([C:18]3[CH:21]=[CH:22][C:15]([Cl:14])=[CH:16][C:17]=3[CH3:23])[C:6]([C:7](=[O:11])[CH:8]([CH3:9])[CH3:10])=[C:5]([OH:12])[C:4]2=[O:13])[CH:31]=1. The yield is 0.130. (6) The reactants are Br[C:2]1[CH:3]=[C:4]2[C:9](=[CH:10][CH:11]=1)[C:8](Cl)=[N:7][N:6]=[CH:5]2.CC1(C)C2C(=C(P(C3C=CC=CC=3)C3C=CC=CC=3)C=CC=2)OC2C(P(C3C=CC=CC=3)C3C=CC=CC=3)=CC=CC1=2.CCN(C(C)C)C(C)C.[CH2:64]([SH:71])[C:65]1[CH:70]=[CH:69][CH:68]=[CH:67][CH:66]=1.[CH3:72][O:73][C:74]1[CH:79]=[C:78]([C:80]([F:83])([F:82])[F:81])[CH:77]=[CH:76][C:75]=1B(O)O.C(=O)([O-])[O-].[K+].[K+]. The catalyst is O1CCOCC1.C1C=CC(/C=C/C(/C=C/C2C=CC=CC=2)=O)=CC=1.C1C=CC(/C=C/C(/C=C/C2C=CC=CC=2)=O)=CC=1.C1C=CC(/C=C/C(/C=C/C2C=CC=CC=2)=O)=CC=1.[Pd].[Pd].C1C=CC(P(C2C=CC=CC=2)[C-]2C=CC=C2)=CC=1.C1C=CC(P(C2C=CC=CC=2)[C-]2C=CC=C2)=CC=1.Cl[Pd]Cl.[Fe+2].C(Cl)Cl.O. The product is [CH2:64]([S:71][C:2]1[CH:3]=[C:4]2[C:9](=[CH:10][CH:11]=1)[C:8]([C:75]1[CH:76]=[CH:77][C:78]([C:80]([F:83])([F:82])[F:81])=[CH:79][C:74]=1[O:73][CH3:72])=[N:7][N:6]=[CH:5]2)[C:65]1[CH:70]=[CH:69][CH:68]=[CH:67][CH:66]=1. The yield is 0.388.